Dataset: Forward reaction prediction with 1.9M reactions from USPTO patents (1976-2016). Task: Predict the product of the given reaction. (1) Given the reactants [CH:1]([CH:4]1[C:9]2=[CH:10][C:11]3[CH:12]=[CH:13][C:14]([S:17]([CH3:20])(=[O:19])=[O:18])=[CH:15][C:16]=3[N:8]2[CH2:7][CH2:6][N:5]1[C:21]1[N:26]=[C:25]([C:27]([F:30])([F:29])[F:28])[C:24]([C:31]([O-])=[O:32])=[CH:23][N:22]=1)([CH3:3])[CH3:2].CC(C[AlH]CC(C)C)C, predict the reaction product. The product is: [CH:1]([C@@H:4]1[C:9]2=[CH:10][C:11]3[CH:12]=[CH:13][C:14]([S:17]([CH3:20])(=[O:19])=[O:18])=[CH:15][C:16]=3[N:8]2[CH2:7][CH2:6][N:5]1[C:21]1[N:26]=[C:25]([C:27]([F:28])([F:29])[F:30])[C:24]([CH2:31][OH:32])=[CH:23][N:22]=1)([CH3:3])[CH3:2].[CH:1]([C@H:4]1[C:9]2=[CH:10][C:11]3[CH:12]=[CH:13][C:14]([S:17]([CH3:20])(=[O:19])=[O:18])=[CH:15][C:16]=3[N:8]2[CH2:7][CH2:6][N:5]1[C:21]1[N:26]=[C:25]([C:27]([F:28])([F:29])[F:30])[C:24]([CH2:31][OH:32])=[CH:23][N:22]=1)([CH3:3])[CH3:2]. (2) Given the reactants [O:1]=[C:2]1[NH:7][CH:6]2[CH:4]([CH2:5]2)[N:3]1[C:8]([O:10][CH2:11][C:12]1[CH:17]=[CH:16][CH:15]=[CH:14][CH:13]=1)=[O:9].[Cl:18][C:19]1[CH:24]=[C:23](I)[CH:22]=[CH:21][N:20]=1.CC1(C)C2C(=C(P(C3C=CC=CC=3)C3C=CC=CC=3)C=CC=2)OC2C(P(C3C=CC=CC=3)C3C=CC=CC=3)=CC=CC1=2.C(=O)([O-])[O-].[Cs+].[Cs+], predict the reaction product. The product is: [Cl:18][C:19]1[CH:24]=[C:23]([N:7]2[CH:6]3[CH:4]([CH2:5]3)[N:3]([C:8]([O:10][CH2:11][C:12]3[CH:17]=[CH:16][CH:15]=[CH:14][CH:13]=3)=[O:9])[C:2]2=[O:1])[CH:22]=[CH:21][N:20]=1. (3) Given the reactants [Cl:1][C:2]1[CH:27]=[CH:26][C:5]([O:6][C:7]2[N:8]=[CH:9][C:10]([N:13]3[C@@H:17]([C:18]4[CH:23]=[CH:22][CH:21]=[C:20]([OH:24])[CH:19]=4)[CH2:16][CH2:15][C:14]3=[O:25])=[N:11][CH:12]=2)=[CH:4][CH:3]=1.C([O-])([O-])=O.[K+].[K+].I[CH2:35][CH2:36][OH:37], predict the reaction product. The product is: [OH:37][CH2:36][CH2:35][O:24][C:20]1[CH:19]=[C:18]([C@@H:17]2[N:13]([C:10]3[CH:9]=[N:8][C:7]([O:6][C:5]4[CH:4]=[CH:3][C:2]([Cl:1])=[CH:27][CH:26]=4)=[CH:12][N:11]=3)[C:14](=[O:25])[CH2:15][CH2:16]2)[CH:23]=[CH:22][CH:21]=1.